Task: Regression. Given two drug SMILES strings and cell line genomic features, predict the synergy score measuring deviation from expected non-interaction effect.. Dataset: Merck oncology drug combination screen with 23,052 pairs across 39 cell lines Drug 1: NC1(c2ccc(-c3nc4ccn5c(=O)[nH]nc5c4cc3-c3ccccc3)cc2)CCC1. Drug 2: CNC(=O)c1cc(Oc2ccc(NC(=O)Nc3ccc(Cl)c(C(F)(F)F)c3)cc2)ccn1. Cell line: MSTO. Synergy scores: synergy=-6.00.